This data is from Forward reaction prediction with 1.9M reactions from USPTO patents (1976-2016). The task is: Predict the product of the given reaction. (1) Given the reactants [OH-].[Na+].[CH2:3]([O:5][C:6]1[CH:7]=[C:8]2[C:13](=[CH:14][CH:15]=1)[CH:12]([C:16]([O:18]CC)=[O:17])[N:11]([C:21]([O:23][C:24]([CH3:27])([CH3:26])[CH3:25])=[O:22])[CH2:10][CH2:9]2)[CH3:4].CCO, predict the reaction product. The product is: [C:24]([O:23][C:21]([N:11]1[CH2:10][CH2:9][C:8]2[C:13](=[CH:14][CH:15]=[C:6]([O:5][CH2:3][CH3:4])[CH:7]=2)[CH:12]1[C:16]([OH:18])=[O:17])=[O:22])([CH3:25])([CH3:26])[CH3:27]. (2) Given the reactants [Br:1][C:2]1[C:15]2[C:16]3=[C:17]4[C:12](=[CH:13][CH:14]=2)[CH:11]=[CH:10][C:9](Br)=[C:8]4[CH:7]=[CH:6][C:5]3=[CH:4][CH:3]=1.[C:19]1([C:28]2[CH:33]=[CH:32][CH:31]=[CH:30][CH:29]=2)[CH:24]=[CH:23][CH:22]=[C:21](B(O)O)[CH:20]=1.C([O-])([O-])=O.[K+].[K+], predict the reaction product. The product is: [C:19]1([C:28]2[CH:29]=[CH:30][CH:31]=[CH:32][CH:33]=2)[CH:24]=[CH:23][CH:22]=[C:21]([C:9]2[C:8]3[C:17]4=[C:16]5[C:5](=[CH:6][CH:7]=3)[CH:4]=[CH:3][C:2]([Br:1])=[C:15]5[CH:14]=[CH:13][C:12]4=[CH:11][CH:10]=2)[CH:20]=1. (3) Given the reactants [N:1]1[CH:6]=[CH:5][CH:4]=[CH:3][C:2]=1[N:7]([CH2:30][CH2:31]C(OC)=O)[C:8]([C:10]1[N:15]=[C:14]2[N:16]=[C:17]([CH2:20][O:21][C:22]3[CH:27]=[CH:26][C:25]([C:28]#[N:29])=[CH:24][CH:23]=3)[N:18]([CH3:19])[C:13]2=[CH:12][CH:11]=1)=[O:9].Cl.[C:37](=[O:40])([O-])[O-:38].[NH4+:41].[NH4+].[CH2:43](O)[CH3:44], predict the reaction product. The product is: [N:1]1[CH:6]=[CH:5][CH:4]=[CH:3][C:2]=1[N:7]([CH2:30][CH2:31][C:37]([O:38][CH2:43][CH3:44])=[O:40])[C:8]([C:10]1[N:15]=[C:14]2[N:16]=[C:17]([CH2:20][O:21][C:22]3[CH:23]=[CH:24][C:25]([C:28](=[NH:29])[NH2:41])=[CH:26][CH:27]=3)[N:18]([CH3:19])[C:13]2=[CH:12][CH:11]=1)=[O:9]. (4) Given the reactants [N:1]([CH2:4][CH:5]1[O:9][C:8](=[O:10])[N:7]([C:11]2[CH:12]=[CH:13][C:14]3[CH2:20][CH2:19][CH2:18][C:17](=[O:21])[CH2:16][C:15]=3[CH:22]=2)[CH2:6]1)=[N+]=[N-], predict the reaction product. The product is: [NH2:1][CH2:4][CH:5]1[O:9][C:8](=[O:10])[N:7]([C:11]2[CH:12]=[CH:13][C:14]3[CH2:20][CH2:19][CH2:18][C:17](=[O:21])[CH2:16][C:15]=3[CH:22]=2)[CH2:6]1.